From a dataset of Catalyst prediction with 721,799 reactions and 888 catalyst types from USPTO. Predict which catalyst facilitates the given reaction. (1) Reactant: Cl[C:2]1[C:3]2[C:12]([C:13]#[N:14])=[CH:11][N:10](COCC[Si](C)(C)C)[C:4]=2[N:5]=[C:6]([S:8][CH3:9])[N:7]=1.[CH3:23][O:24][C:25]1[CH:26]=[C:27](B(O)O)[CH:28]=[CH:29][C:30]=1[O:31][CH3:32].CCCC[N+](CCCC)(CCCC)CCCC.[F-].C(N)CN. Product: [CH3:23][O:24][C:25]1[C:30]([O:31][CH3:32])=[C:29]([C:2]2[C:3]3[C:12]([C:13]#[N:14])=[CH:11][NH:10][C:4]=3[N:5]=[C:6]([S:8][CH3:9])[N:7]=2)[CH:28]=[CH:27][CH:26]=1. The catalyst class is: 1. (2) Reactant: [Cl:1][C:2]1[N:7]=[C:6](Cl)[CH:5]=[CH:4][N:3]=1.[CH3:9][O:10][C:11]1[C:16]([O:17][CH3:18])=[C:15]([O:19][CH3:20])[CH:14]=[CH:13][C:12]=1B(O)O.C(=O)([O-])[O-].[Na+].[Na+]. Product: [Cl:1][C:2]1[N:7]=[C:6]([C:12]2[CH:13]=[CH:14][C:15]([O:19][CH3:20])=[C:16]([O:17][CH3:18])[C:11]=2[O:10][CH3:9])[CH:5]=[CH:4][N:3]=1. The catalyst class is: 93. (3) Reactant: [CH2:1]([N:8]1[C:17]2[C:12](=[C:13]([N:19]3[CH2:24][CH2:23][N:22]([CH3:25])[CH2:21][CH2:20]3)[CH:14]=[C:15]([Cl:18])[CH:16]=2)[C:11](=[O:26])[N:10]([CH2:27][C:28]2[CH:33]=[CH:32][CH:31]=[CH:30][C:29]=2[N+:34]([O-])=O)[C:9]1=[O:37])[C:2]1[CH:7]=[CH:6][CH:5]=[CH:4][CH:3]=1.C. Product: [NH2:34][C:29]1[CH:30]=[CH:31][CH:32]=[CH:33][C:28]=1[CH2:27][N:10]1[C:11](=[O:26])[C:12]2[C:17](=[CH:16][C:15]([Cl:18])=[CH:14][C:13]=2[N:19]2[CH2:24][CH2:23][N:22]([CH3:25])[CH2:21][CH2:20]2)[N:8]([CH2:1][C:2]2[CH:7]=[CH:6][CH:5]=[CH:4][CH:3]=2)[C:9]1=[O:37]. The catalyst class is: 29. (4) Reactant: [ClH:1].C(OC([N:9]1[CH2:14][CH2:13][C:12]([N:20]([CH3:22])[CH3:21])([C:15]2[S:16][CH:17]=[CH:18][CH:19]=2)[CH2:11][CH2:10]1)=O)(C)(C)C.O.C([O-])([O-])=O.[Na+].[Na+]. Product: [ClH:1].[ClH:1].[CH3:21][N:20]([CH3:22])[C:12]1([C:15]2[S:16][CH:17]=[CH:18][CH:19]=2)[CH2:13][CH2:14][NH:9][CH2:10][CH2:11]1. The catalyst class is: 22. (5) Product: [CH3:1][C:2]1[CH:8]=[CH:7][C:5]([NH:6][C:12](=[O:18])[O:13][C:14]([CH3:17])([CH3:16])[CH3:15])=[CH:4][C:3]=1[N+:9]([O-:11])=[O:10]. The catalyst class is: 1. Reactant: [CH3:1][C:2]1[CH:8]=[CH:7][C:5]([NH2:6])=[CH:4][C:3]=1[N+:9]([O-:11])=[O:10].[C:12](=O)([OH:18])[O:13][C:14]([CH3:17])([CH3:16])[CH3:15]. (6) Reactant: [CH3:1][C:2]([CH3:15])=[CH:3][C:4](/[N:6]=[C:7](/[N:10]1[CH2:14][CH2:13][CH2:12][CH2:11]1)\SC)=O.[F:16][C:17]([F:22])([F:21])[CH2:18][NH:19][NH2:20]. Product: [CH3:1][C:2]([CH3:15])=[CH:3][C:4]1[N:19]([CH2:18][C:17]([F:22])([F:21])[F:16])[N:20]=[C:7]([N:10]2[CH2:14][CH2:13][CH2:12][CH2:11]2)[N:6]=1. The catalyst class is: 13. (7) Reactant: [CH3:1][O:2][C:3]1[CH:4]=[C:5]([CH:9]2[C:13]3[C:14]([CH3:28])=[C:15]([NH:20][C:21](=[O:27])[CH2:22][C:23]([CH3:26])([CH3:25])[CH3:24])[C:16]([CH3:19])=[C:17]([CH3:18])[C:12]=3[O:11][CH2:10]2)[CH:6]=[CH:7][CH:8]=1.[Cl-].[Al+3].[Cl-].[Cl-].[C:33](Cl)(=[O:35])[CH3:34].O. Product: [C:33]([C:8]1[CH:7]=[CH:6][C:5]([CH:9]2[C:13]3[C:14]([CH3:28])=[C:15]([NH:20][C:21](=[O:27])[CH2:22][C:23]([CH3:24])([CH3:25])[CH3:26])[C:16]([CH3:19])=[C:17]([CH3:18])[C:12]=3[O:11][CH2:10]2)=[CH:4][C:3]=1[O:2][CH3:1])(=[O:35])[CH3:34]. The catalyst class is: 4. (8) Reactant: [CH3:1][C:2]([O:5][C:6]([N:8]1[C@H:12]([C:13]([OH:15])=[O:14])[CH2:11][CH:10]([OH:16])[CH2:9]1)=[O:7])([CH3:4])[CH3:3].CC([O-])(C)C.[K+].Cl[N:24]1[C:33]2[C:28](=[CH:29][CH:30]=[CH:31][CH:32]=2)[CH:27]=[CH:26][CH2:25]1. Product: [C:2]([O:5][C:6]([N:8]1[CH2:9][C@H:10]([O:16][C:27]2[C:28]3[C:33](=[CH:32][CH:31]=[CH:30][CH:29]=3)[N:24]=[CH:25][CH:26]=2)[CH2:11][C@H:12]1[C:13]([OH:15])=[O:14])=[O:7])([CH3:1])([CH3:3])[CH3:4]. The catalyst class is: 16. (9) Reactant: C(OC([NH:8][NH:9][C:10]([C:12]1[CH:13]=[C:14]2[C:18](=[CH:19][CH:20]=1)[NH:17][N:16]=[C:15]2[C:21]1[CH:26]=[CH:25][C:24]([F:27])=[CH:23][CH:22]=1)=[O:11])=O)(C)(C)C.Cl.[OH-].[Na+]. Product: [NH2:8][NH:9][C:10]([C:12]1[CH:13]=[C:14]2[C:18](=[CH:19][CH:20]=1)[NH:17][N:16]=[C:15]2[C:21]1[CH:26]=[CH:25][C:24]([F:27])=[CH:23][CH:22]=1)=[O:11]. The catalyst class is: 12. (10) Reactant: I[CH2:2][CH3:3].[Br:4][C:5]1[CH:6]=[C:7]([C:17]([O:19][CH3:20])=[O:18])[CH:8]=[C:9]2[C:14]=1[O:13][C:12](=[S:15])[CH:11]=[C:10]2[OH:16].C(=O)([O-])[O-].[K+].[K+]. Product: [Br:4][C:5]1[CH:6]=[C:7]([C:17]([O:19][CH3:20])=[O:18])[CH:8]=[C:9]2[C:14]=1[O:13][C:12]([S:15][CH2:2][CH3:3])=[CH:11][C:10]2=[O:16]. The catalyst class is: 21.